Dataset: Catalyst prediction with 721,799 reactions and 888 catalyst types from USPTO. Task: Predict which catalyst facilitates the given reaction. (1) Reactant: [Cl:1][C:2]1[CH:29]=[CH:28][C:5]([CH2:6][NH:7][C:8]([C:10]2[C:11](=[O:27])[C:12]3[C:13]4[N:14]([CH:26]=2)[CH2:15][C:16](=[O:25])[N:17]([CH3:24])[C:18]=4[CH:19]=[C:20]([CH2:22]Cl)[CH:21]=3)=[O:9])=[CH:4][CH:3]=1.[S:30]1[C:34]2[CH:35]=[CH:36][CH:37]=[CH:38][C:33]=2[C:32]([CH:39]([OH:43])[CH2:40][NH:41][CH3:42])=[CH:31]1.CN(C=O)C.C(N(C(C)C)CC)(C)C. Product: [S:30]1[C:34]2[CH:35]=[CH:36][CH:37]=[CH:38][C:33]=2[C:32]([CH:39]([OH:43])[CH2:40][N:41]([CH2:22][C:20]2[CH:21]=[C:12]3[C:11](=[O:27])[C:10]([C:8]([NH:7][CH2:6][C:5]4[CH:4]=[CH:3][C:2]([Cl:1])=[CH:29][CH:28]=4)=[O:9])=[CH:26][N:14]4[CH2:15][C:16](=[O:25])[N:17]([CH3:24])[C:18]([CH:19]=2)=[C:13]34)[CH3:42])=[CH:31]1. The catalyst class is: 13. (2) Reactant: [Cl:1]/[CH:2]=[C:3]1\[CH2:4][S:5][C:6]2[C:11]([C:12]\1=[O:13])=[CH:10][C:9]([F:14])=[CH:8][CH:7]=2. Product: [Cl:1]/[CH:2]=[C:3]1/[CH2:4][S:5][C:6]2[C:11]([C:12]/1=[O:13])=[CH:10][C:9]([F:14])=[CH:8][CH:7]=2. The catalyst class is: 5. (3) Reactant: [CH3:1][O:2][C:3]1[CH:10]=[CH:9][C:6]([CH:7]=O)=[CH:5][CH:4]=1.[CH3:11][C:12]([C:14]1[CH:19]=[C:18]([O:20][CH3:21])[C:17]([O:22][CH3:23])=[C:16]([O:24][CH3:25])[CH:15]=1)=[O:13].[OH-].[Na+].Cl. Product: [CH3:1][O:2][C:3]1[CH:10]=[CH:9][C:6](/[CH:7]=[CH:11]/[C:12]([C:14]2[CH:15]=[C:16]([O:24][CH3:25])[C:17]([O:22][CH3:23])=[C:18]([O:20][CH3:21])[CH:19]=2)=[O:13])=[CH:5][CH:4]=1. The catalyst class is: 5. (4) Reactant: [N:1]1[CH:6]=[CH:5][CH:4]=[C:3]([N:7]([CH2:30][CH2:31][C:32]([O:34][CH2:35][CH3:36])=[O:33])[C:8]([C:10]2[CH:29]=[CH:28][C:13]3[N:14]([CH3:27])[C:15]([CH2:17][CH2:18][C:19]4[CH:24]=[CH:23][C:22]([C:25]#[N:26])=[CH:21][CH:20]=4)=[N:16][C:12]=3[CH:11]=2)=[O:9])[CH:2]=1.[ClH:37].C(O)C.C(=O)([O-])[O-].[NH4+:45].[NH4+]. Product: [ClH:37].[N:1]1[CH:6]=[CH:5][CH:4]=[C:3]([N:7]([CH2:30][CH2:31][C:32]([O:34][CH2:35][CH3:36])=[O:33])[C:8]([C:10]2[CH:29]=[CH:28][C:13]3[N:14]([CH3:27])[C:15]([CH2:17][CH2:18][C:19]4[CH:24]=[CH:23][C:22]([C:25](=[NH:45])[NH2:26])=[CH:21][CH:20]=4)=[N:16][C:12]=3[CH:11]=2)=[O:9])[CH:2]=1. The catalyst class is: 429. (5) Reactant: [CH3:1][Si:2]([CH3:28])([C:24]([CH3:27])([CH3:26])[CH3:25])[O:3][C@H:4]1[CH2:21][CH2:20][C@@:19]2([CH3:22])[C:6](=[CH:7][CH2:8][C@@H:9]3[C@@H:18]2[CH2:17][CH2:16][C@@:14]2([CH3:15])[C@H:10]3[CH2:11][CH2:12][C@@H:13]2[OH:23])[CH2:5]1.[N+]([C:32]1[CH:40]=[CH:39][C:35]([C:36](O)=[O:37])=[CH:34][CH:33]=1)([O-])=O.C1(P(C2C=CC=CC=2)C2C=CC=CC=2)C=CC=CC=1.CCOC(/N=N/C(OCC)=O)=O. Product: [CH3:28][Si:2]([CH3:1])([C:24]([CH3:27])([CH3:26])[CH3:25])[O:3][C@H:4]1[CH2:21][CH2:20][C@@:19]2([CH3:22])[C:6](=[CH:7][CH2:8][C@@H:9]3[C@@H:18]2[CH2:17][CH2:16][C@@:14]2([CH3:15])[C@H:10]3[CH2:11][CH2:12][C@H:13]2[O:23][C:36](=[O:37])[C:35]2[CH:39]=[CH:40][CH:32]=[CH:33][CH:34]=2)[CH2:5]1. The catalyst class is: 11.